This data is from Reaction yield outcomes from USPTO patents with 853,638 reactions. The task is: Predict the reaction yield, written as a fraction of the theoretical maximum amount of product (1.0 means a 100% yield; for example, 0.34 means a 34% yield). (1) The product is [NH2:1][C:2]1[C:7]([C:8]([NH:10][C:11]2[CH:16]=[C:15]([OH:17])[CH:14]=[C:13]([OH:19])[CH:12]=2)=[O:9])=[C:6]([NH:21][C@H:22]([C:24]2[N:29]([C:30]3[CH:35]=[CH:34][CH:33]=[CH:32][CH:31]=3)[C:28](=[O:36])[C:27]3=[C:37]([CH3:40])[CH:38]=[CH:39][N:26]3[N:25]=2)[CH3:23])[N:5]=[CH:4][N:3]=1. The yield is 0.0300. The catalyst is ClCCl. The reactants are [NH2:1][C:2]1[C:7]([C:8]([NH:10][C:11]2[CH:16]=[C:15]([O:17]C)[CH:14]=[C:13]([O:19]C)[CH:12]=2)=[O:9])=[C:6]([NH:21][C@H:22]([C:24]2[N:29]([C:30]3[CH:35]=[CH:34][CH:33]=[CH:32][CH:31]=3)[C:28](=[O:36])[C:27]3=[C:37]([CH3:40])[CH:38]=[CH:39][N:26]3[N:25]=2)[CH3:23])[N:5]=[CH:4][N:3]=1.B(Br)(Br)Br. (2) The reactants are [N+:1]([C:4]1[CH:5]=[C:6]2[C:11](=[CH:12][CH:13]=1)[N:10]=[CH:9][CH:8]=[CH:7]2)([O-:3])=[O:2].C1C=C(Cl)C=C(C(OO)=[O:22])C=1. The catalyst is C(Cl)(Cl)Cl. The product is [N+:1]([C:4]1[CH:5]=[C:6]2[C:11](=[CH:12][CH:13]=1)[N+:10]([O-:22])=[CH:9][CH:8]=[CH:7]2)([O-:3])=[O:2]. The yield is 0.930. (3) The yield is 0.980. The catalyst is [Pd].O1CCCC1. The reactants are [NH2:1][C:2]1[CH:7]=[CH:6][C:5]([N+:8]([O-])=O)=[CH:4][C:3]=1[S:11]([NH2:14])(=[O:13])=[O:12].CO.[H][H]. The product is [NH2:1][C:2]1[CH:7]=[CH:6][C:5]([NH2:8])=[CH:4][C:3]=1[S:11]([NH2:14])(=[O:12])=[O:13]. (4) The reactants are [I:1][C:2]1[CH:3]=[C:4]([NH2:28])[C:5]([NH:8][CH2:9][C:10]2[CH:15]=[CH:14][C:13]([O:16][CH2:17][C:18]3[CH:19]=[N:20][C:21]([O:24][CH3:25])=[CH:22][CH:23]=3)=[C:12]([O:26][CH3:27])[CH:11]=2)=[N:6][CH:7]=1.[CH:29](OCC)(OCC)OCC. The catalyst is C(O)C.O.C1(C)C=CC(S(O)(=O)=O)=CC=1. The product is [I:1][C:2]1[CH:3]=[C:4]2[N:28]=[CH:29][N:8]([CH2:9][C:10]3[CH:15]=[CH:14][C:13]([O:16][CH2:17][C:18]4[CH:19]=[N:20][C:21]([O:24][CH3:25])=[CH:22][CH:23]=4)=[C:12]([O:26][CH3:27])[CH:11]=3)[C:5]2=[N:6][CH:7]=1. The yield is 0.870. (5) The reactants are [Cl:1][C:2]1[CH:7]=[CH:6][CH:5]=[CH:4][C:3]=1[CH2:8][N:9]1[CH:13]=[C:12]([C:14]2[CH:19]=[C:18]([C:20]3[N:21]=[N:22][NH:23][N:24]=3)[CH:17]=[CH:16][N:15]=2)[N:11]=[CH:10]1.[C:25]([O:28][CH2:29]Cl)(=[O:27])[CH3:26].C(=O)([O-])[O-].[K+].[K+]. The catalyst is CN(C=O)C. The product is [C:25]([O:28][CH2:29][N:22]1[N:23]=[N:24][C:20]([C:18]2[CH:17]=[CH:16][N:15]=[C:14]([C:12]3[N:11]=[CH:10][N:9]([CH2:8][C:3]4[CH:4]=[CH:5][CH:6]=[CH:7][C:2]=4[Cl:1])[CH:13]=3)[CH:19]=2)=[N:21]1)(=[O:27])[CH3:26]. The yield is 0.150. (6) The reactants are C(O[CH:4](OCC)[CH2:5][N:6]1[C:14]2[CH2:13][CH2:12][CH2:11][CH2:10][C:9]=2[CH:8]=[C:7]1[C:15]([NH2:17])=[O:16])C.C(=O)([O-])[O-].[Na+].[Na+]. The catalyst is C(O)(=O)C. The product is [C:15]1(=[O:16])[C:7]2=[CH:8][C:9]3[CH2:10][CH2:11][CH2:12][CH2:13][C:14]=3[N:6]2[CH:5]=[CH:4][NH:17]1. The yield is 0.880. (7) The reactants are [Br:1][C:2]1[CH:7]=[CH:6][C:5]([CH2:8][CH2:9][NH:10][C:11]([C:13]2[CH:14]=[CH:15][C:16]3[CH2:17][C@H:18]4[N:30]([CH3:31])[CH2:29][CH2:28][C@:24]56[C:25]=3[C:26]=2[O:27][C@H:23]5[C:22](=[O:32])[CH2:21][CH2:20][C@@:19]46[OH:33])=[O:12])=[CH:4][CH:3]=1.[Cl-].[NH4+]. The catalyst is [Zn].C(O)C. The yield is 0.790. The product is [Br:1][C:2]1[CH:7]=[CH:6][C:5]([CH2:8][CH2:9][NH:10][C:11]([C:13]2[CH:14]=[CH:15][C:16]3[CH2:17][C@H:18]4[N:30]([CH3:31])[CH2:29][CH2:28][C@@:24]5([C:25]=3[C:26]=2[OH:27])[C@@:19]4([OH:33])[CH2:20][CH2:21][C:22](=[O:32])[CH2:23]5)=[O:12])=[CH:4][CH:3]=1. (8) The yield is 0.510. The product is [C:1]([O:5][C:6](=[O:38])[CH2:7][CH:8]([O:37][Si:44]([CH2:49][CH3:50])([CH2:47][CH3:48])[CH2:45][CH3:46])[C:9]([CH3:36])([CH3:35])[C:10](=[O:34])[CH:11]([CH3:33])[CH:12]([O:24][C:25]([O:27][CH2:28][C:29]([Cl:30])([Cl:32])[Cl:31])=[O:26])[CH:13]([CH3:23])[CH2:14][O:15][CH2:16][C:17]1[CH:18]=[CH:19][CH:20]=[CH:21][CH:22]=1)([CH3:3])([CH3:2])[CH3:4]. The catalyst is CN(C=O)C.C([O-])(O)=O.[Na+]. The reactants are [C:1]([O:5][C:6](=[O:38])[CH2:7][CH:8]([OH:37])[C:9]([CH3:36])([CH3:35])[C:10](=[O:34])[CH:11]([CH3:33])[CH:12]([O:24][C:25]([O:27][CH2:28][C:29]([Cl:32])([Cl:31])[Cl:30])=[O:26])[CH:13]([CH3:23])[CH2:14][O:15][CH2:16][C:17]1[CH:22]=[CH:21][CH:20]=[CH:19][CH:18]=1)([CH3:4])([CH3:3])[CH3:2].N1C=CN=C1.[Si:44](Cl)([CH2:49][CH3:50])([CH2:47][CH3:48])[CH2:45][CH3:46].